From a dataset of Full USPTO retrosynthesis dataset with 1.9M reactions from patents (1976-2016). Predict the reactants needed to synthesize the given product. (1) Given the product [F:1][C:2]([F:15])([F:14])[S:3]([O:6][CH3:16])(=[O:5])=[O:4], predict the reactants needed to synthesize it. The reactants are: [F:1][C:2]([F:15])([F:14])[S:3]([O:6]S(C(F)(F)F)(=O)=O)(=[O:5])=[O:4].[C:16](=O)(OC)OC. (2) The reactants are: Br[C:2]1[CH:3]=[C:4]2[C:8](=[CH:9][CH:10]=1)[N:7]([CH:11]1[CH2:16][CH2:15][CH2:14][CH2:13][O:12]1)[N:6]=[C:5]2[C:17]1[N:22]=[C:21]([O:23][C@H:24]2[CH2:31][N:30]([C:32]([O:34][C:35]([CH3:38])([CH3:37])[CH3:36])=[O:33])[CH2:29][CH2:28][C:25]32[CH2:27][CH2:26]3)[CH:20]=[N:19][CH:18]=1.[CH3:39][N:40]1[C:44]([Sn](CCCC)(CCCC)CCCC)=[CH:43][N:42]=[CH:41]1. Given the product [CH3:39][N:40]1[C:44]([C:2]2[CH:3]=[C:4]3[C:8](=[CH:9][CH:10]=2)[N:7]([CH:11]2[CH2:16][CH2:15][CH2:14][CH2:13][O:12]2)[N:6]=[C:5]3[C:17]2[N:22]=[C:21]([O:23][C@H:24]3[CH2:31][N:30]([C:32]([O:34][C:35]([CH3:38])([CH3:37])[CH3:36])=[O:33])[CH2:29][CH2:28][C:25]43[CH2:27][CH2:26]4)[CH:20]=[N:19][CH:18]=2)=[CH:43][N:42]=[CH:41]1, predict the reactants needed to synthesize it.